This data is from TCR-epitope binding with 47,182 pairs between 192 epitopes and 23,139 TCRs. The task is: Binary Classification. Given a T-cell receptor sequence (or CDR3 region) and an epitope sequence, predict whether binding occurs between them. (1) The epitope is AYILFTRFFYV. Result: 0 (the TCR does not bind to the epitope). The TCR CDR3 sequence is CASSYSSGTEAFF. (2) The TCR CDR3 sequence is CASSDSYGYTF. Result: 1 (the TCR binds to the epitope). The epitope is KLVALGINAV. (3) The epitope is AYILFTRFFYV. The TCR CDR3 sequence is CASSWQTELNTEAFF. Result: 1 (the TCR binds to the epitope). (4) The epitope is FLYALALLL. The TCR CDR3 sequence is CAWSHPSPLHF. Result: 1 (the TCR binds to the epitope). (5) The epitope is SEISMDNSPNL. The TCR CDR3 sequence is CASSPTVLSGNTIYF. Result: 0 (the TCR does not bind to the epitope). (6) The epitope is YFPLQSYGF. The TCR CDR3 sequence is CASSFGTGGWETQYF. Result: 1 (the TCR binds to the epitope). (7) The epitope is LLSAGIFGA. The TCR CDR3 sequence is CSVEGWTGGSYNEQFF. Result: 0 (the TCR does not bind to the epitope).